From a dataset of Reaction yield outcomes from USPTO patents with 853,638 reactions. Predict the reaction yield, written as a fraction of the theoretical maximum amount of product (1.0 means a 100% yield; for example, 0.34 means a 34% yield). (1) The reactants are [H-].[Na+].[F:3][C:4]1[CH:9]=[C:8]([OH:10])[CH:7]=[CH:6][C:5]=1[N:11]1[CH:16]=[C:15]([O:17][CH3:18])[C:14](=[O:19])[C:13]([C:20]2[N:24]([C:25]3[CH:30]=[CH:29][CH:28]=[CH:27][CH:26]=3)[N:23]=[CH:22][CH:21]=2)=[N:12]1.C1C=CC(N([S:38]([C:41]([F:44])([F:43])[F:42])(=[O:40])=[O:39])[S:38]([C:41]([F:44])([F:43])[F:42])(=[O:40])=[O:39])=CC=1. The catalyst is C1COCC1. The product is [F:42][C:41]([F:44])([F:43])[S:38]([O:10][C:8]1[CH:7]=[CH:6][C:5]([N:11]2[CH:16]=[C:15]([O:17][CH3:18])[C:14](=[O:19])[C:13]([C:20]3[N:24]([C:25]4[CH:26]=[CH:27][CH:28]=[CH:29][CH:30]=4)[N:23]=[CH:22][CH:21]=3)=[N:12]2)=[C:4]([F:3])[CH:9]=1)(=[O:40])=[O:39]. The yield is 0.870. (2) The yield is 0.700. The product is [C:33]([OH:35])(=[O:34])[CH3:32].[CH2:1]([S:3]([C:6]1[CH:7]=[C:8]([C:12]2[CH:17]=[C:16]([C:18]([F:21])([F:20])[F:19])[C:15]([CH3:22])=[C:14]3[C:13]=2[C:24]2[CH:29]=[C:28]([CH3:30])[CH:27]=[N:26][C:25]=2[NH:23]3)[CH:9]=[CH:10][CH:11]=1)(=[O:5])=[O:4])[CH3:2]. No catalyst specified. The reactants are [CH2:1]([S:3]([C:6]1[CH:7]=[C:8]([C:12]2[CH:17]=[C:16]([C:18]([F:21])([F:20])[F:19])[C:15]([CH3:22])=[C:14]([NH2:23])[C:13]=2[C:24]2[C:25](F)=[N:26][CH:27]=[C:28]([CH3:30])[CH:29]=2)[CH:9]=[CH:10][CH:11]=1)(=[O:5])=[O:4])[CH3:2].[CH3:32][C:33]([OH:35])=[O:34]. (3) The reactants are [OH:1][C@H:2]1[CH2:6][NH:5][C@@H:4]([C:7]([OH:9])=[O:8])[CH2:3]1.[CH3:10]O. No catalyst specified. The product is [CH3:10][O:8][C:7]([C@H:4]1[CH2:3][C@@H:2]([OH:1])[CH2:6][NH:5]1)=[O:9]. The yield is 0.950. (4) The reactants are [Br:1][C:2]1[CH:7]=[CH:6][C:5]([N+:8]([O-:10])=[O:9])=[C:4](F)[CH:3]=1.Cl.Cl.[CH2:14]([O:17][C@H:18]1[CH2:23][CH2:22][C@H:21]([N:24]2[CH2:29][CH2:28][CH:27]([NH2:30])[CH2:26][CH2:25]2)[CH2:20][CH2:19]1)[CH2:15][CH3:16].C(N(C(C)C)CC)(C)C. The product is [Br:1][C:2]1[CH:7]=[CH:6][C:5]([N+:8]([O-:10])=[O:9])=[C:4]([NH:30][CH:27]2[CH2:26][CH2:25][N:24]([C@H:21]3[CH2:22][CH2:23][C@H:18]([O:17][CH2:14][CH2:15][CH3:16])[CH2:19][CH2:20]3)[CH2:29][CH2:28]2)[CH:3]=1. The yield is 0.990. The catalyst is CN(C)C=O. (5) The reactants are Br[C:2]1[CH:7]=[CH:6][C:5]([C:8]2[C:9]3[C:14]([C:15]([C:22]4[CH:27]=[CH:26][CH:25]=[CH:24][CH:23]=4)=[C:16]4[C:21]=2[CH:20]=[CH:19][CH:18]=[CH:17]4)=[CH:13][CH:12]=[CH:11][CH:10]=3)=[CH:4][CH:3]=1.[CH:28]1[C:36]2[C:35]3[CH:37]=[CH:38][CH:39]=[CH:40][C:34]=3[O:33][C:32]=2[C:31]([C:41]2[CH:42]=[CH:43][C:44]3[NH:45][C:46]4[C:51]([C:52]=3[CH:53]=2)=[CH:50][C:49]([C:54]2[C:59]3[O:60][C:61]5[CH:66]=[CH:65][CH:64]=[CH:63][C:62]=5[C:58]=3[CH:57]=[CH:56][CH:55]=2)=[CH:48][CH:47]=4)=[CH:30][CH:29]=1.CC(C)([O-])C.[Na+].C(P(C(C)(C)C)C(C)(C)C)(C)(C)C. The catalyst is C1C=CC(/C=C/C(/C=C/C2C=CC=CC=2)=O)=CC=1.C1C=CC(/C=C/C(/C=C/C2C=CC=CC=2)=O)=CC=1.[Pd].C1(C)C=CC=CC=1.CCCCCC. The product is [CH:28]1[C:36]2[C:35]3[CH:37]=[CH:38][CH:39]=[CH:40][C:34]=3[O:33][C:32]=2[C:31]([C:41]2[CH:42]=[CH:43][C:44]3[N:45]([C:2]4[CH:3]=[CH:4][C:5]([C:8]5[C:21]6[C:16]([C:15]([C:22]7[CH:27]=[CH:26][CH:25]=[CH:24][CH:23]=7)=[C:14]7[C:9]=5[CH:10]=[CH:11][CH:12]=[CH:13]7)=[CH:17][CH:18]=[CH:19][CH:20]=6)=[CH:6][CH:7]=4)[C:46]4[C:51]([C:52]=3[CH:53]=2)=[CH:50][C:49]([C:54]2[C:59]3[O:60][C:61]5[CH:66]=[CH:65][CH:64]=[CH:63][C:62]=5[C:58]=3[CH:57]=[CH:56][CH:55]=2)=[CH:48][CH:47]=4)=[CH:30][CH:29]=1. The yield is 0.590. (6) The reactants are [CH3:1][CH:2]([CH2:4][CH2:5][CH2:6][C@@H:7]([C@@H:9]1[C@:26]2([CH3:27])[C@H:12]([C:13]3[O:14][C:15](=[O:29])[CH:16]4[C@:21]([C:23]=3[CH2:24][CH2:25]2)([CH3:22])[CH2:20][CH2:19][C:18](=O)[CH2:17]4)[CH2:11][CH2:10]1)[CH3:8])[CH3:3].Cl.[OH:31][NH2:32].C(N(CC)CC)C.[Cl-].[NH4+]. The catalyst is C(O)C. The product is [OH:31][N:32]=[C:18]1[CH2:19][CH2:20][C@@:21]2([CH3:22])[CH:16]([C:15](=[O:29])[O:14][C:13]3[C@H:12]4[C@:26]([CH3:27])([CH2:25][CH2:24][C:23]=32)[C@@H:9]([C@@H:7]([CH3:8])[CH2:6][CH2:5][CH2:4][CH:2]([CH3:1])[CH3:3])[CH2:10][CH2:11]4)[CH2:17]1. The yield is 0.900.